From a dataset of HIV replication inhibition screening data with 41,000+ compounds from the AIDS Antiviral Screen. Binary Classification. Given a drug SMILES string, predict its activity (active/inactive) in a high-throughput screening assay against a specified biological target. (1) The molecule is Cc1c(S(=O)c2cc(C(C)(C)C)c(O)c(CN3CCCC3)c2C)cc(C(C)(C)C)c(O)c1CN1CCCC1. The result is 0 (inactive). (2) The result is 0 (inactive). The drug is Cc1ccc(NC(=O)C(=O)CC(=O)c2c(C)[n+]([O-])c3ccccc3[n+]2[O-])cc1C. (3) The drug is N=C(c1ccccc1)N(O)C1CCCCC1. The result is 0 (inactive).